Dataset: Full USPTO retrosynthesis dataset with 1.9M reactions from patents (1976-2016). Task: Predict the reactants needed to synthesize the given product. (1) Given the product [N:1]([CH2:4][CH:5]1[CH2:10][CH:9]2[NH:11][CH:6]1[CH2:7][CH2:8]2)=[N+:2]=[N-:3], predict the reactants needed to synthesize it. The reactants are: [N:1]([CH2:4][CH:5]1[CH2:10][CH:9]2[N:11](C(OC(C)(C)C)=O)[CH:6]1[CH2:7][CH2:8]2)=[N+:2]=[N-:3].C(O)(C(F)(F)F)=O. (2) Given the product [CH:13]([CH:11]1[CH2:10][C:9](=[O:16])[CH:8]=[C:7]([C:46]2[CH:51]=[CH:50][N:49]=[CH:48][C:47]=2[N+:52]([O-:54])=[O:53])[CH2:12]1)([CH3:15])[CH3:14], predict the reactants needed to synthesize it. The reactants are: FC(F)(F)S(O[C:7]1[CH2:12][CH:11]([CH:13]([CH3:15])[CH3:14])[CH2:10][C:9](=[O:16])[CH:8]=1)(=O)=O.C([O-])(=O)C.[K+].B1(B2OC(C)(C)C(C)(C)O2)OC(C)(C)C(C)(C)O1.B(O)O.Cl[C:46]1[CH:51]=[CH:50][N:49]=[CH:48][C:47]=1[N+:52]([O-:54])=[O:53].C(=O)([O-])[O-].[Na+].[Na+].